This data is from Catalyst prediction with 721,799 reactions and 888 catalyst types from USPTO. The task is: Predict which catalyst facilitates the given reaction. Reactant: O.Cl.[OH:3][CH2:4][C:5]1[N:6]=[N:7][N:8]([CH3:10])[CH:9]=1.[Si:11](Cl)([C:14]([CH3:17])([CH3:16])[CH3:15])([CH3:13])[CH3:12].CCN(CC)CC.CN(C1C=CC=CN=1)C. Product: [Si:11]([O:3][CH2:4][C:5]1[N:6]=[N:7][N:8]([CH3:10])[CH:9]=1)([C:14]([CH3:17])([CH3:16])[CH3:15])([CH3:13])[CH3:12]. The catalyst class is: 2.